Dataset: NCI-60 drug combinations with 297,098 pairs across 59 cell lines. Task: Regression. Given two drug SMILES strings and cell line genomic features, predict the synergy score measuring deviation from expected non-interaction effect. (1) Cell line: SK-OV-3. Drug 2: B(C(CC(C)C)NC(=O)C(CC1=CC=CC=C1)NC(=O)C2=NC=CN=C2)(O)O. Synergy scores: CSS=23.4, Synergy_ZIP=-1.89, Synergy_Bliss=-0.816, Synergy_Loewe=-29.3, Synergy_HSA=-1.44. Drug 1: CC1=CC=C(C=C1)C2=CC(=NN2C3=CC=C(C=C3)S(=O)(=O)N)C(F)(F)F. (2) Drug 1: CS(=O)(=O)CCNCC1=CC=C(O1)C2=CC3=C(C=C2)N=CN=C3NC4=CC(=C(C=C4)OCC5=CC(=CC=C5)F)Cl. Drug 2: CCN(CC)CCNC(=O)C1=C(NC(=C1C)C=C2C3=C(C=CC(=C3)F)NC2=O)C. Cell line: PC-3. Synergy scores: CSS=3.19, Synergy_ZIP=-2.14, Synergy_Bliss=-2.02, Synergy_Loewe=-2.37, Synergy_HSA=-1.06. (3) Drug 1: CNC(=O)C1=CC=CC=C1SC2=CC3=C(C=C2)C(=NN3)C=CC4=CC=CC=N4. Synergy scores: CSS=26.4, Synergy_ZIP=-1.56, Synergy_Bliss=3.18, Synergy_Loewe=-7.27, Synergy_HSA=3.21. Drug 2: CC1C(C(CC(O1)OC2CC(CC3=C2C(=C4C(=C3O)C(=O)C5=C(C4=O)C(=CC=C5)OC)O)(C(=O)C)O)N)O.Cl. Cell line: A549.